From a dataset of Forward reaction prediction with 1.9M reactions from USPTO patents (1976-2016). Predict the product of the given reaction. (1) Given the reactants CC(OI1(OC(C)=O)(OC(C)=O)OC(=O)C2C=CC=CC1=2)=O.[NH2:23][C:24]1[C:29]2=[C:30]([C:43]3[CH:48]=[CH:47][C:46]([NH:49][C:50]([NH:52][C:53]4[CH:58]=[C:57]([C:59]([F:62])([F:61])[F:60])[CH:56]=[CH:55][N:54]=4)=[O:51])=[CH:45][CH:44]=3)[C:31]([CH:40]([OH:42])[CH3:41])=[C:32]([CH2:33][N:34]3[CH2:39][CH2:38][O:37][CH2:36][CH2:35]3)[N:28]2[N:27]=[CH:26][N:25]=1.C([O-])(O)=O.[Na+].CCOC(C)=O, predict the reaction product. The product is: [C:40]([C:31]1[C:30]([C:43]2[CH:48]=[CH:47][C:46]([NH:49][C:50]([NH:52][C:53]3[CH:58]=[C:57]([C:59]([F:60])([F:61])[F:62])[CH:56]=[CH:55][N:54]=3)=[O:51])=[CH:45][CH:44]=2)=[C:29]2[N:28]([C:32]=1[CH2:33][N:34]1[CH2:39][CH2:38][O:37][CH2:36][CH2:35]1)[N:27]=[CH:26][N:25]=[C:24]2[NH2:23])(=[O:42])[CH3:41]. (2) Given the reactants [CH2:1]([O:3][C:4]1[CH:5]=[C:6]2[C:11](=[CH:12][CH:13]=1)[CH2:10][NH:9][CH2:8][CH2:7]2)[CH3:2].C(N(CC)CC)C.[F:21][C:22]([F:33])([F:32])[C:23](O[C:23](=[O:24])[C:22]([F:33])([F:32])[F:21])=[O:24], predict the reaction product. The product is: [CH2:1]([O:3][C:4]1[CH:5]=[C:6]2[C:11](=[CH:12][CH:13]=1)[CH2:10][N:9]([C:23](=[O:24])[C:22]([F:33])([F:32])[F:21])[CH2:8][CH2:7]2)[CH3:2]. (3) Given the reactants [OH:1][C:2]1[C:11]2[C:6](=[N:7][CH:8]=[CH:9][CH:10]=2)[N:5]([C:12]2[CH:17]=[CH:16][CH:15]=[CH:14][CH:13]=2)[C:4](=[O:18])[CH:3]=1.[H-].[Na+].[H][H].[C:23]1([CH:29]([CH3:33])[C:30](Cl)=[O:31])[CH:28]=[CH:27][CH:26]=[CH:25][CH:24]=1.C(=O)([O-])O.[Na+], predict the reaction product. The product is: [C:12]1([N:5]2[C:6]3[C:11](=[CH:10][CH:9]=[CH:8][N:7]=3)[C:2]([O:1][C:30](=[O:31])[CH:29]([C:23]3[CH:28]=[CH:27][CH:26]=[CH:25][CH:24]=3)[CH3:33])=[CH:3][C:4]2=[O:18])[CH:13]=[CH:14][CH:15]=[CH:16][CH:17]=1. (4) Given the reactants Br[C:2]1[CH:11]=[C:10]2[C:5]([C:6](=[O:12])[CH2:7][CH2:8][O:9]2)=[CH:4][CH:3]=1.C(N(CC)CC)C.[CH:20]1([C:23]#[CH:24])[CH2:22][CH2:21]1.O, predict the reaction product. The product is: [CH:20]1([C:23]#[C:24][C:2]2[CH:3]=[CH:4][C:5]3[C:6](=[O:12])[CH2:7][CH2:8][O:9][C:10]=3[CH:11]=2)[CH2:22][CH2:21]1. (5) Given the reactants C([Li])CCC.Br[C:7]1[CH:8]=[N:9][C:10]([N:13]([CH2:15][CH2:16][O:17][CH3:18])[CH3:14])=[N:11][CH:12]=1.C(O[B:23]1[O:27][C:26]([CH3:29])([CH3:28])[C:25]([CH3:31])([CH3:30])[O:24]1)(C)C.[Cl-].[NH4+], predict the reaction product. The product is: [CH3:18][O:17][CH2:16][CH2:15][N:13]([CH3:14])[C:10]1[N:9]=[CH:8][C:7]([B:23]2[O:27][C:26]([CH3:29])([CH3:28])[C:25]([CH3:31])([CH3:30])[O:24]2)=[CH:12][N:11]=1. (6) Given the reactants [NH2:1][C@H:2]([C:11]([OH:13])=[O:12])[CH2:3][CH2:4]CC[N+](C)(C)C.[O:14]=C[C@@H]([C@H]([C@@H]([C@@H](CO)O)O)O)O.CC(C=O)=O.C(C=O)=O.C(C(C=O)=O)[C@H](O)[C@H](O)CO.C(O)[C@@H](O)C=O.P(O)(O)(O)=O.OC(O)C(=O)C.P(OCC(O)C=O)(O)(O)=O, predict the reaction product. The product is: [CH3:3][C:2]([CH:11]=[O:13])=[O:14].[NH2:1][C@H:2]([C:11]([OH:13])=[O:12])[C@@H:3]([CH3:4])[OH:14]. (7) Given the reactants [Br:1][C:2]1[C:3]([C:8]([CH3:12])([CH3:11])[C:9]#N)=[N:4][CH:5]=[CH:6][CH:7]=1.[H-].C([Al+]CC(C)C)C(C)C.Cl.C(=O)([O-])[OH:25].[Na+], predict the reaction product. The product is: [Br:1][C:2]1[C:3]([C:8]([CH3:12])([CH3:11])[CH:9]=[O:25])=[N:4][CH:5]=[CH:6][CH:7]=1.